Task: Regression. Given a peptide amino acid sequence and an MHC pseudo amino acid sequence, predict their binding affinity value. This is MHC class I binding data.. Dataset: Peptide-MHC class I binding affinity with 185,985 pairs from IEDB/IMGT (1) The peptide sequence is GALASCMGL. The MHC is HLA-B54:01 with pseudo-sequence HLA-B54:01. The binding affinity (normalized) is 0. (2) The peptide sequence is AVNLAQILMD. The MHC is Mamu-A01 with pseudo-sequence Mamu-A01. The binding affinity (normalized) is 0.240. (3) The peptide sequence is KEKDMTKEF. The MHC is HLA-A26:03 with pseudo-sequence HLA-A26:03. The binding affinity (normalized) is 0.0847. (4) The peptide sequence is KIGEVIGPK. The MHC is HLA-B27:05 with pseudo-sequence HLA-B27:05. The binding affinity (normalized) is 0.0847. (5) The peptide sequence is IYTQNRRAL. The MHC is H-2-Kd with pseudo-sequence H-2-Kd. The binding affinity (normalized) is 0.541. (6) The peptide sequence is YTENTSSYY. The MHC is HLA-A02:16 with pseudo-sequence HLA-A02:16. The binding affinity (normalized) is 0.0847.